Dataset: Reaction yield outcomes from USPTO patents with 853,638 reactions. Task: Predict the reaction yield, written as a fraction of the theoretical maximum amount of product (1.0 means a 100% yield; for example, 0.34 means a 34% yield). (1) The reactants are [Na].[C:2]([O:9][CH2:10][CH3:11])(=[O:8])[C:3]([O:5]CC)=O.[C:12]([CH2:14][C:15]([O:17][CH2:18][CH3:19])=[O:16])#[N:13]. The catalyst is C(O)C. The product is [C:12]([C:14](=[C:3]([OH:5])[C:2]([O:9][CH2:10][CH3:11])=[O:8])[C:15]([O:17][CH2:18][CH3:19])=[O:16])#[N:13]. The yield is 0.950. (2) The reactants are [O-]S([O-])(=O)=O.[Na+].[Na+].[NH2:8][C:9]1[CH:10]=[C:11]([CH:17]([NH:23][C:24]2[CH:29]=[CH:28][C:27]([C:30]#[N:31])=[CH:26][CH:25]=2)[C:18]([O:20][CH2:21][CH3:22])=[O:19])[CH:12]=[C:13]([CH2:15][CH3:16])[CH:14]=1.[CH3:32][N:33]1[CH2:38][CH2:37][C:36](=O)[CH2:35][CH2:34]1.C([O-])(O)=O.[Na+]. The catalyst is C(O)(=O)C. The product is [C:30]([C:27]1[CH:28]=[CH:29][C:24]([NH:23][CH:17]([C:11]2[CH:10]=[C:9]([NH:8][CH:36]3[CH2:37][CH2:38][N:33]([CH3:32])[CH2:34][CH2:35]3)[CH:14]=[C:13]([CH2:15][CH3:16])[CH:12]=2)[C:18]([O:20][CH2:21][CH3:22])=[O:19])=[CH:25][CH:26]=1)#[N:31]. The yield is 0.890. (3) The reactants are C([O:5][C:6]([C@H:8]1[CH2:12][CH2:11][CH2:10][N:9]1[C:13](=[O:38])[CH2:14][NH:15][C:16]1[CH:21]=[CH:20][CH:19]=[C:18]([NH:22][CH2:23][C:24]([N:26]2[CH2:30][CH2:29][CH2:28][C@@H:27]2[C:31]([O:33]C(C)(C)C)=[O:32])=[O:25])[CH:17]=1)=[O:7])(C)(C)C.[F:39][C:40]([F:45])([F:44])[C:41]([OH:43])=[O:42]. No catalyst specified. The product is [F:39][C:40]([F:45])([F:44])[C:41]([OH:43])=[O:42].[C:31]([C@H:27]1[CH2:28][CH2:29][CH2:30][N:26]1[C:24](=[O:25])[CH2:23][NH:22][C:18]1[CH:17]=[C:16]([NH:15][CH2:14][C:13]([N:9]2[CH2:10][CH2:11][CH2:12][C@@H:8]2[C:6]([OH:7])=[O:5])=[O:38])[CH:21]=[CH:20][CH:19]=1)([OH:33])=[O:32]. The yield is 0.630. (4) The reactants are [NH2:1][C:2]1[CH:3]=[C:4]([C:9]2[S:13][C:12]([N:14]3[CH2:20][CH2:19][CH2:18][NH:17][C:16](=[O:21])[CH2:15]3)=[N:11][CH:10]=2)[CH:5]=[C:6]([CH3:8])[CH:7]=1.Cl[C:23]1[N:28]=[C:27]([CH3:29])[C:26]([Cl:30])=[CH:25][N:24]=1.C(=O)([O-])[O-].[K+].[K+].CC(C1C=C(C(C)C)C(C2C=CC=CC=2P(C2CCCCC2)C2CCCCC2)=C(C(C)C)C=1)C. The catalyst is C1C=CC(/C=C/C(/C=C/C2C=CC=CC=2)=O)=CC=1.C1C=CC(/C=C/C(/C=C/C2C=CC=CC=2)=O)=CC=1.C1C=CC(/C=C/C(/C=C/C2C=CC=CC=2)=O)=CC=1.[Pd].[Pd]. The product is [Cl:30][C:26]1[C:27]([CH3:29])=[N:28][C:23]([NH:1][C:2]2[CH:3]=[C:4]([C:9]3[S:13][C:12]([N:14]4[CH2:20][CH2:19][CH2:18][NH:17][C:16](=[O:21])[CH2:15]4)=[N:11][CH:10]=3)[CH:5]=[C:6]([CH3:8])[CH:7]=2)=[N:24][CH:25]=1. The yield is 0.510. (5) The reactants are I[C:2]1[C:7]([CH:8]([O:13][C:14]([CH3:17])([CH3:16])[CH3:15])[C:9]([O:11][CH3:12])=[O:10])=[C:6]([CH3:18])[N:5]=[C:4]2[S:19][C:20]3[CH2:25][CH2:24][CH2:23][CH2:22][C:21]=3[C:3]=12.C(=O)([O-])[O-].[K+].[K+].[CH3:32][C:33]1[CH:38]=[CH:37][C:36](B2OC(C)(C)C(C)(C)O2)=[CH:35][N:34]=1.C(OCC)(=O)C. The catalyst is COCCOC.O.C1C=CC([P]([Pd]([P](C2C=CC=CC=2)(C2C=CC=CC=2)C2C=CC=CC=2)([P](C2C=CC=CC=2)(C2C=CC=CC=2)C2C=CC=CC=2)[P](C2C=CC=CC=2)(C2C=CC=CC=2)C2C=CC=CC=2)(C2C=CC=CC=2)C2C=CC=CC=2)=CC=1. The product is [CH3:18][C:6]1[N:5]=[C:4]2[S:19][C:20]3[CH2:25][CH2:24][CH2:23][CH2:22][C:21]=3[C:3]2=[C:2]([C:36]2[CH:35]=[N:34][C:33]([CH3:32])=[CH:38][CH:37]=2)[C:7]=1[CH:8]([O:13][C:14]([CH3:17])([CH3:16])[CH3:15])[C:9]([O:11][CH3:12])=[O:10]. The yield is 0.540. (6) The reactants are [Cl:1][C:2]1[C:3]([C:45](=[O:55])[N:46]([CH2:51][CH2:52][CH2:53][CH3:54])[CH2:47][CH2:48][CH2:49][CH3:50])=[N:4][N:5]([C:11]2[CH:16]=[CH:15][C:14]([C:17](=[O:32])[NH:18][S:19]([C:22]3[CH:31]=[CH:30][C:29]4[C:24](=[CH:25][CH:26]=[CH:27][CH:28]=4)[CH:23]=3)(=[O:21])=[O:20])=[CH:13][C:12]=2[C:33]([N:35]2[CH2:44][CH2:43][C:42]3[C:37](=[CH:38][CH:39]=[CH:40][CH:41]=3)[CH2:36]2)=[O:34])[C:6]=1[CH2:7][C:8](O)=[O:9].C1N=CN(C(N2C=NC=C2)=O)C=1.[CH:68]1([S:71]([NH2:74])(=[O:73])=[O:72])[CH2:70][CH2:69]1.C1CCN2C(=NCCC2)CC1. The catalyst is C1COCC1.CCOC(C)=O. The product is [CH2:51]([N:46]([CH2:47][CH2:48][CH2:49][CH3:50])[C:45]([C:3]1[C:2]([Cl:1])=[C:6]([CH2:7][C:8]([NH:74][S:71]([CH:68]2[CH2:70][CH2:69]2)(=[O:73])=[O:72])=[O:9])[N:5]([C:11]2[CH:16]=[CH:15][C:14]([C:17](=[O:32])[NH:18][S:19]([C:22]3[CH:31]=[CH:30][C:29]4[C:24](=[CH:25][CH:26]=[CH:27][CH:28]=4)[CH:23]=3)(=[O:21])=[O:20])=[CH:13][C:12]=2[C:33]([N:35]2[CH2:44][CH2:43][C:42]3[C:37](=[CH:38][CH:39]=[CH:40][CH:41]=3)[CH2:36]2)=[O:34])[N:4]=1)=[O:55])[CH2:52][CH2:53][CH3:54]. The yield is 0.160. (7) The reactants are [CH3:1][O:2][C:3]([C:5]1[S:6][C:7]([C:11]2[CH:16]=[CH:15][C:14]([Cl:17])=[CH:13][CH:12]=2)=[CH:8][C:9]=1Br)=[O:4].[CH3:18][Si:19]([C:22]#[CH:23])([CH3:21])[CH3:20].C1C=CC(P(C2C=CC=CC=2)C2C=CC=CC=2)=CC=1.C(NC(C)C)(C)C. The catalyst is CN(C=O)C.Cl[Pd](Cl)([P](C1C=CC=CC=1)(C1C=CC=CC=1)C1C=CC=CC=1)[P](C1C=CC=CC=1)(C1C=CC=CC=1)C1C=CC=CC=1. The product is [CH3:1][O:2][C:3]([C:5]1[S:6][C:7]([C:11]2[CH:16]=[CH:15][C:14]([Cl:17])=[CH:13][CH:12]=2)=[CH:8][C:9]=1[C:23]#[C:22][Si:19]([CH3:21])([CH3:20])[CH3:18])=[O:4]. The yield is 0.570.